Dataset: Tox21: 12 toxicity assays (nuclear receptors and stress response pathways). Task: Binary classification across 12 toxicity assays. (1) The molecule is FC(F)(F)C(F)(F)C(F)(F)C(F)(F)CCI. It tested positive (active) for: NR-ER (Estrogen Receptor agonist activity). (2) The molecule is O=C1CCC(c2ccc(-n3ccnc3)cc2)=NN1. It tested positive (active) for: NR-AhR (Aryl hydrocarbon Receptor agonist activity), and NR-Aromatase (Aromatase enzyme inhibition). (3) The drug is CCCCCCCCCCCC[N+](C)(C)CCCCCCCCCCCC. It tested positive (active) for: SR-ARE (Antioxidant Response Element (oxidative stress)). (4) The drug is CCOP(=S)(OCC)Oc1ccc(Cl)cc1Cl. It tested positive (active) for: NR-AhR (Aryl hydrocarbon Receptor agonist activity). (5) The drug is O=C(CC(=O)C(F)(F)F)c1ccccc1. It tested positive (active) for: NR-ER (Estrogen Receptor agonist activity), and SR-MMP (Mitochondrial Membrane Potential disruption). (6) The compound is O=C(O)c1cccc(Oc2ccccc2)c1. It tested positive (active) for: NR-AhR (Aryl hydrocarbon Receptor agonist activity). (7) The molecule is CCCN(C1CCN(C(=O)C2CCNCC2)CC1)[C@@H]1CCc2ccc(OC)cc2C1. It tested positive (active) for: NR-ER (Estrogen Receptor agonist activity).